From a dataset of NCI-60 drug combinations with 297,098 pairs across 59 cell lines. Regression. Given two drug SMILES strings and cell line genomic features, predict the synergy score measuring deviation from expected non-interaction effect. (1) Drug 1: CC(C1=C(C=CC(=C1Cl)F)Cl)OC2=C(N=CC(=C2)C3=CN(N=C3)C4CCNCC4)N. Drug 2: CN1C2=C(C=C(C=C2)N(CCCl)CCCl)N=C1CCCC(=O)O.Cl. Cell line: 786-0. Synergy scores: CSS=10.4, Synergy_ZIP=-2.08, Synergy_Bliss=5.79, Synergy_Loewe=5.08, Synergy_HSA=5.71. (2) Drug 1: CN1CCC(CC1)COC2=C(C=C3C(=C2)N=CN=C3NC4=C(C=C(C=C4)Br)F)OC. Drug 2: COC1=C2C(=CC3=C1OC=C3)C=CC(=O)O2. Cell line: SW-620. Synergy scores: CSS=-4.09, Synergy_ZIP=0.134, Synergy_Bliss=-2.19, Synergy_Loewe=-5.20, Synergy_HSA=-3.58. (3) Drug 1: CN(C)C1=NC(=NC(=N1)N(C)C)N(C)C. Drug 2: CC1=C(C=C(C=C1)NC(=O)C2=CC=C(C=C2)CN3CCN(CC3)C)NC4=NC=CC(=N4)C5=CN=CC=C5. Cell line: BT-549. Synergy scores: CSS=-4.12, Synergy_ZIP=4.59, Synergy_Bliss=5.83, Synergy_Loewe=-1.62, Synergy_HSA=-0.829. (4) Drug 1: CC1C(C(CC(O1)OC2CC(CC3=C2C(=C4C(=C3O)C(=O)C5=C(C4=O)C(=CC=C5)OC)O)(C(=O)CO)O)N)O.Cl. Drug 2: C1C(C(OC1N2C=NC(=NC2=O)N)CO)O. Cell line: CCRF-CEM. Synergy scores: CSS=52.0, Synergy_ZIP=4.61, Synergy_Bliss=5.96, Synergy_Loewe=13.4, Synergy_HSA=14.9. (5) Drug 1: CN1CCC(CC1)COC2=C(C=C3C(=C2)N=CN=C3NC4=C(C=C(C=C4)Br)F)OC. Drug 2: COC1=NC(=NC2=C1N=CN2C3C(C(C(O3)CO)O)O)N. Cell line: PC-3. Synergy scores: CSS=2.11, Synergy_ZIP=-2.58, Synergy_Bliss=-2.94, Synergy_Loewe=-14.7, Synergy_HSA=-3.80. (6) Drug 2: C1=NC(=NC(=O)N1C2C(C(C(O2)CO)O)O)N. Drug 1: CC1=C2C(C(=O)C3(C(CC4C(C3C(C(C2(C)C)(CC1OC(=O)C(C(C5=CC=CC=C5)NC(=O)OC(C)(C)C)O)O)OC(=O)C6=CC=CC=C6)(CO4)OC(=O)C)O)C)O. Synergy scores: CSS=22.7, Synergy_ZIP=-8.24, Synergy_Bliss=-0.0568, Synergy_Loewe=1.55, Synergy_HSA=0.705. Cell line: OVCAR-4.